Dataset: NCI-60 drug combinations with 297,098 pairs across 59 cell lines. Task: Regression. Given two drug SMILES strings and cell line genomic features, predict the synergy score measuring deviation from expected non-interaction effect. (1) Drug 1: CC=C1C(=O)NC(C(=O)OC2CC(=O)NC(C(=O)NC(CSSCCC=C2)C(=O)N1)C(C)C)C(C)C. Drug 2: C(=O)(N)NO. Cell line: OVCAR-5. Synergy scores: CSS=28.8, Synergy_ZIP=5.57, Synergy_Bliss=2.35, Synergy_Loewe=-56.3, Synergy_HSA=1.43. (2) Drug 2: CS(=O)(=O)OCCCCOS(=O)(=O)C. Synergy scores: CSS=14.0, Synergy_ZIP=-5.51, Synergy_Bliss=-5.77, Synergy_Loewe=-90.5, Synergy_HSA=-4.52. Drug 1: CCC1=C2CN3C(=CC4=C(C3=O)COC(=O)C4(CC)O)C2=NC5=C1C=C(C=C5)O. Cell line: SK-MEL-28. (3) Drug 1: C1=C(C(=O)NC(=O)N1)F. Drug 2: CN1C(=O)N2C=NC(=C2N=N1)C(=O)N. Cell line: SW-620. Synergy scores: CSS=44.3, Synergy_ZIP=-2.21, Synergy_Bliss=-2.75, Synergy_Loewe=-6.38, Synergy_HSA=3.19. (4) Drug 1: CN(C)C1=NC(=NC(=N1)N(C)C)N(C)C. Drug 2: C1C(C(OC1N2C=C(C(=O)NC2=O)F)CO)O. Cell line: NCI-H460. Synergy scores: CSS=61.4, Synergy_ZIP=6.05, Synergy_Bliss=3.74, Synergy_Loewe=-12.6, Synergy_HSA=2.98. (5) Drug 1: C1=CC(=CC=C1CCCC(=O)O)N(CCCl)CCCl. Drug 2: C1CN(CCN1C(=O)CCBr)C(=O)CCBr. Cell line: COLO 205. Synergy scores: CSS=30.6, Synergy_ZIP=-3.38, Synergy_Bliss=1.73, Synergy_Loewe=-2.42, Synergy_HSA=2.98. (6) Drug 1: CC1=CC=C(C=C1)C2=CC(=NN2C3=CC=C(C=C3)S(=O)(=O)N)C(F)(F)F. Drug 2: C(CCl)NC(=O)N(CCCl)N=O. Cell line: NCIH23. Synergy scores: CSS=-4.20, Synergy_ZIP=2.06, Synergy_Bliss=2.56, Synergy_Loewe=-3.49, Synergy_HSA=-1.75. (7) Drug 1: CCN(CC)CCNC(=O)C1=C(NC(=C1C)C=C2C3=C(C=CC(=C3)F)NC2=O)C. Drug 2: CN1C2=C(C=C(C=C2)N(CCCl)CCCl)N=C1CCCC(=O)O.Cl. Cell line: HOP-62. Synergy scores: CSS=21.2, Synergy_ZIP=1.14, Synergy_Bliss=5.22, Synergy_Loewe=8.05, Synergy_HSA=0.919.